Predict the reactants needed to synthesize the given product. From a dataset of Full USPTO retrosynthesis dataset with 1.9M reactions from patents (1976-2016). (1) Given the product [CH2:8]([C@@:15]12[CH2:28][CH2:27][C@:26]([OH:33])([C:29]([F:32])([F:31])[F:30])[CH2:25][C@H:24]1[CH:23]=[CH:22][C:21]1[CH:20]=[C:19]([C:34]([NH:45][C:44]3[C:39]([CH3:38])=[N:40][CH:41]=[CH:42][CH:43]=3)=[O:35])[CH:18]=[CH:17][C:16]2=1)[C:9]1[CH:10]=[CH:11][CH:12]=[CH:13][CH:14]=1, predict the reactants needed to synthesize it. The reactants are: C1(C)C=CC=CC=1.[CH2:8]([C@@:15]12[CH2:28][CH2:27][C@:26]([OH:33])([C:29]([F:32])([F:31])[F:30])[CH2:25][C@H:24]1[CH:23]=[CH:22][C:21]1[CH:20]=[C:19]([C:34](OC)=[O:35])[CH:18]=[CH:17][C:16]2=1)[C:9]1[CH:14]=[CH:13][CH:12]=[CH:11][CH:10]=1.[CH3:38][C:39]1[C:44]([NH2:45])=[CH:43][CH:42]=[CH:41][N:40]=1.[Li+].C[Si]([N-][Si](C)(C)C)(C)C. (2) Given the product [Cl:28][C:26]1[CH:25]=[C:11]([CH:10]=[C:9]([CH:8]([NH:7][S:5]([C:1]([CH3:4])([CH3:2])[CH3:3])=[O:6])[C:33]([F:36])([F:35])[F:34])[CH:27]=1)[CH2:12][O:13][C:14]1[CH:19]=[CH:18][CH:17]=[CH:16][C:15]=1[CH2:20][C:21]([O:23][CH3:24])=[O:22], predict the reactants needed to synthesize it. The reactants are: [C:1]([S:5](/[N:7]=[CH:8]/[C:9]1[CH:10]=[C:11]([CH:25]=[C:26]([Cl:28])[CH:27]=1)[CH2:12][O:13][C:14]1[CH:19]=[CH:18][CH:17]=[CH:16][C:15]=1[CH2:20][C:21]([O:23][CH3:24])=[O:22])=[O:6])([CH3:4])([CH3:3])[CH3:2].[Si]([C:33]([F:36])([F:35])[F:34])(C)(C)C. (3) The reactants are: [C:1]([O:5][C:6](=[O:27])[C@:7]([N:24]=[C:25]=[O:26])([CH3:23])[CH2:8][C:9]1[CH:10]=[N:11][C:12]([NH:15][C:16]([O:18][C:19]([CH3:22])([CH3:21])[CH3:20])=[O:17])=[CH:13][CH:14]=1)([CH3:4])([CH3:3])[CH3:2].[NH2:28][C@@H:29]1[CH2:44][C:43]2=[CH:45][CH:46]=[C:40]([CH:41]=[CH:42]2)[O:39][CH2:38][CH2:37][CH2:36][CH2:35][O:34][CH2:33][C@H:32]([CH:47]([CH3:49])[CH3:48])[NH:31][C:30]1=[O:50]. Given the product [C:1]([O:5][C:6](=[O:27])[C@:7]([NH:24][C:25]([NH:28][C@@H:29]1[CH2:44][C:43]2=[CH:42][CH:41]=[C:40]([CH:46]=[CH:45]2)[O:39][CH2:38][CH2:37][CH2:36][CH2:35][O:34][CH2:33][C@H:32]([CH:47]([CH3:48])[CH3:49])[NH:31][C:30]1=[O:50])=[O:26])([CH3:23])[CH2:8][C:9]1[CH:10]=[N:11][C:12]([NH:15][C:16]([O:18][C:19]([CH3:20])([CH3:22])[CH3:21])=[O:17])=[CH:13][CH:14]=1)([CH3:2])([CH3:3])[CH3:4], predict the reactants needed to synthesize it. (4) Given the product [Br:1][C:2]1[C:6]([Br:23])=[C:5]([N:7]2[CH2:12][CH2:11][O:10][CH2:9][CH2:8]2)[S:4][C:3]=1[C:13]([O:15][CH2:16][CH3:17])=[O:14], predict the reactants needed to synthesize it. The reactants are: [Br:1][C:2]1[CH:6]=[C:5]([N:7]2[CH2:12][CH2:11][O:10][CH2:9][CH2:8]2)[S:4][C:3]=1[C:13]([O:15][CH2:16][CH3:17])=[O:14].CN(C=O)C.[Br:23]N1C(=O)CCC1=O.CCOC(C)=O. (5) Given the product [F:14][C:15]1[CH:20]=[CH:19][C:18]([C:21]2([F:11])[CH2:26][CH2:25][N:24]([C:27]([O:29][C:30]([CH3:33])([CH3:32])[CH3:31])=[O:28])[CH2:23][CH2:22]2)=[CH:17][CH:16]=1, predict the reactants needed to synthesize it. The reactants are: COCCN(S(F)(F)[F:11])CCOC.[F:14][C:15]1[CH:20]=[CH:19][C:18]([C:21]2(O)[CH2:26][CH2:25][N:24]([C:27]([O:29][C:30]([CH3:33])([CH3:32])[CH3:31])=[O:28])[CH2:23][CH2:22]2)=[CH:17][CH:16]=1.C(=O)(O)[O-].